From a dataset of M1 muscarinic receptor agonist screen with 61,833 compounds. Binary Classification. Given a drug SMILES string, predict its activity (active/inactive) in a high-throughput screening assay against a specified biological target. (1) The molecule is S(c1n(c2c(n(c(=O)[nH]c2=O)C)n1)CCOC)CC(=O)Nc1ccccc1. The result is 0 (inactive). (2) The molecule is Clc1ccc(c2nc(on2)c2c(C(=O)NCC3OCCC3)cccc2)cc1. The result is 0 (inactive). (3) The result is 0 (inactive). The molecule is o1c2c(n(CCC(=O)NCc3occc3)c1=O)cccc2. (4) The compound is O=C(NCCc1n(c2c(n1)cccc2)CC)c1cc(OC)c(OC)cc1. The result is 0 (inactive).